From a dataset of Reaction yield outcomes from USPTO patents with 853,638 reactions. Predict the reaction yield, written as a fraction of the theoretical maximum amount of product (1.0 means a 100% yield; for example, 0.34 means a 34% yield). (1) The reactants are [CH3:1][O:2][C:3]1[CH:12]=[C:11]2[C:6]([C:7]([O:13][CH2:14][C:15]3[N:19]4[CH:20]=[C:21](C#N)[CH:22]=[CH:23][C:18]4=[N:17][N:16]=3)=[CH:8][CH:9]=[N:10]2)=[CH:5][CH:4]=1.[C:26](=[O:29])([O-])[O-:27].[Na+].[Na+]. The catalyst is S(=O)(=O)(O)O.O. The product is [CH3:1][O:2][C:3]1[CH:12]=[C:11]2[C:6]([C:7]([O:13][CH2:14][C:15]3[N:19]4[CH:20]=[C:21]([C:26]([OH:27])=[O:29])[CH:22]=[CH:23][C:18]4=[N:17][N:16]=3)=[CH:8][CH:9]=[N:10]2)=[CH:5][CH:4]=1. The yield is 0.890. (2) The reactants are F[C:2](F)(F)[C:3](O)=O.[CH:8]([N:11]1[C:15]([C:16]2[N:25]=[C:24]3[N:18]([CH2:19][CH2:20][O:21][C:22]4[CH:29]=[C:28]([CH:30]5[CH2:35][CH2:34][NH:33][CH2:32][CH2:31]5)[CH:27]=[CH:26][C:23]=43)[CH:17]=2)=[N:14][CH:13]=[N:12]1)([CH3:10])[CH3:9].C(=O)C.N1C(O[BH3-])=NN=1.[Na+].C(Cl)Cl. The catalyst is ClCCCl.C(O)(=O)C. The product is [CH2:2]([N:33]1[CH2:34][CH2:35][CH:30]([C:28]2[CH:27]=[CH:26][C:23]3[C:24]4[N:18]([CH:17]=[C:16]([C:15]5[N:11]([CH:8]([CH3:10])[CH3:9])[N:12]=[CH:13][N:14]=5)[N:25]=4)[CH2:19][CH2:20][O:21][C:22]=3[CH:29]=2)[CH2:31][CH2:32]1)[CH3:3]. The yield is 0.120. (3) The reactants are Br[C:2]1[CH:3]=[CH:4][C:5]([O:17][CH3:18])=[C:6]2[C:11]=1[O:10][CH2:9][C@H:8]([N:12]1[CH2:16][CH2:15][CH2:14][CH2:13]1)[CH2:7]2.[C:19]1([C:25]([C:27]2[CH:32]=[CH:31][CH:30]=[CH:29][CH:28]=2)=[NH:26])[CH:24]=[CH:23][CH:22]=[CH:21][CH:20]=1.CC(C)([O-])C.[Na+].C(=O)([O-])O.[Na+]. The catalyst is C1(C)C=CC=CC=1.C1(P(C2C=CC=CC=2)C2C=CC=CC=2OC2C=CC=CC=2P(C2C=CC=CC=2)C2C=CC=CC=2)C=CC=CC=1. The product is [C:27]1([C:25]([C:19]2[CH:20]=[CH:21][CH:22]=[CH:23][CH:24]=2)=[N:26][C:2]2[CH:3]=[CH:4][C:5]([O:17][CH3:18])=[C:6]3[C:11]=2[O:10][CH2:9][C@H:8]([N:12]2[CH2:16][CH2:15][CH2:14][CH2:13]2)[CH2:7]3)[CH:28]=[CH:29][CH:30]=[CH:31][CH:32]=1. The yield is 0.840. (4) The reactants are [N:1]([CH2:4][CH:5]([C:7]1[CH:12]=[CH:11][CH:10]=[CH:9][C:8]=1[Cl:13])[OH:6])=[N+]=[N-].C1(P(C2C=CC=CC=2)C2C=CC=CC=2)C=CC=CC=1.O. The catalyst is O1CCCC1. The product is [ClH:13].[NH2:1][CH2:4][CH:5]([C:7]1[CH:12]=[CH:11][CH:10]=[CH:9][C:8]=1[Cl:13])[OH:6]. The yield is 0.630. (5) The reactants are [CH2:1]([C:3]1[CH:8]=[C:7]([N+:9]([O-:11])=[O:10])[C:6]([O:12][CH2:13][CH3:14])=[CH:5][C:4]=1F)[CH3:2].[CH3:16][S:17]([CH2:20][CH2:21][CH:22]1[CH2:27][CH2:26][NH:25][CH2:24][CH2:23]1)(=[O:19])=[O:18].C([O-])([O-])=O.[K+].[K+].CS(C)=O. The catalyst is O. The product is [CH2:1]([C:3]1[CH:8]=[C:7]([N+:9]([O-:11])=[O:10])[C:6]([O:12][CH2:13][CH3:14])=[CH:5][C:4]=1[N:25]1[CH2:26][CH2:27][CH:22]([CH2:21][CH2:20][S:17]([CH3:16])(=[O:19])=[O:18])[CH2:23][CH2:24]1)[CH3:2]. The yield is 0.650. (6) The reactants are [CH:1]([C:4]1[CH:5]=[C:6]([CH:19]=[CH:20][C:21]=1[O:22][CH3:23])[O:7][C:8]1[C:16]([Cl:17])=[CH:15][C:11]([CH:12]=[N:13][OH:14])=[CH:10][C:9]=1[Cl:18])([CH3:3])[CH3:2].C([O-])([O-])=O.[Cs+].[Cs+].[CH3:30][CH2:31][O:32][C:33]([CH2:35]Br)=[O:34]. The catalyst is CN(C=O)C.C(OCC)(=O)C. The product is [Cl:18][C:9]1[CH:10]=[C:11]([CH:15]=[C:16]([Cl:17])[C:8]=1[O:7][C:6]1[CH:19]=[CH:20][C:21]([O:22][CH3:23])=[C:4]([CH:1]([CH3:3])[CH3:2])[CH:5]=1)[CH:12]=[N:13][O:14][CH2:35][C:33]([O:32][CH2:31][CH3:30])=[O:34]. The yield is 0.800. (7) The product is [CH2:25]([N:14]1[C:13](=[O:16])[CH:12]=[C:11]([C:17]2[CH:18]=[CH:19][C:20]([O:23][CH3:24])=[CH:21][CH:22]=2)[C:10]([C:4]2[CH:5]=[CH:6][C:7]([O:8][CH3:9])=[C:2]([F:1])[CH:3]=2)=[N:15]1)[C:26]1[CH:31]=[CH:30][CH:29]=[CH:28][CH:27]=1. The yield is 0.958. No catalyst specified. The reactants are [F:1][C:2]1[CH:3]=[C:4]([C:10]2[C:11]([C:17]3[CH:22]=[CH:21][C:20]([O:23][CH3:24])=[CH:19][CH:18]=3)=[CH:12][C:13](=[O:16])[NH:14][N:15]=2)[CH:5]=[CH:6][C:7]=1[O:8][CH3:9].[CH2:25](Br)[C:26]1[CH:31]=[CH:30][CH:29]=[CH:28][CH:27]=1.